This data is from Full USPTO retrosynthesis dataset with 1.9M reactions from patents (1976-2016). The task is: Predict the reactants needed to synthesize the given product. (1) Given the product [O:3]1[C:8]2=[CH:9][CH:10]=[CH:11][C:7]2=[CH:6][C:5]([CH:12]2[CH2:17][CH2:16][CH2:15][CH2:14][N:13]2[CH2:18][CH2:19][C@H:20]2[CH2:21][CH2:22][C@H:23]([NH:26][C:36]([C:34]3[S:35][C:31]([S:28]([CH3:27])(=[O:30])=[O:29])=[CH:32][CH:33]=3)=[O:37])[CH2:24][CH2:25]2)=[CH:4]1, predict the reactants needed to synthesize it. The reactants are: Cl.Cl.[O:3]1[C:8]2=[CH:9][CH:10]=[CH:11][C:7]2=[CH:6][C:5]([CH:12]2[CH2:17][CH2:16][CH2:15][CH2:14][N:13]2[CH2:18][CH2:19][C@H:20]2[CH2:25][CH2:24][C@H:23]([NH2:26])[CH2:22][CH2:21]2)=[CH:4]1.[CH3:27][S:28]([C:31]1[S:35][C:34]([C:36](O)=[O:37])=[CH:33][CH:32]=1)(=[O:30])=[O:29]. (2) Given the product [CH2:13]([S:11]([C:10]1[C:2]([CH3:1])=[C:3]([C:4]([C:24]2[CH:23]=[N:22][N:21]([CH3:25])[C:20]=2[OH:19])=[O:6])[CH:7]=[CH:8][C:9]=1[S:15]([CH3:18])(=[O:17])=[O:16])=[O:12])[CH3:14], predict the reactants needed to synthesize it. The reactants are: [CH3:1][C:2]1[C:10]([S:11]([CH2:13][CH3:14])=[O:12])=[C:9]([S:15]([CH3:18])(=[O:17])=[O:16])[CH:8]=[CH:7][C:3]=1[C:4]([OH:6])=O.[OH:19][C:20]1[N:21]([CH3:25])[N:22]=[CH:23][CH:24]=1.N1C=CC=CC=1.S(Cl)(Cl)=O.